From a dataset of Full USPTO retrosynthesis dataset with 1.9M reactions from patents (1976-2016). Predict the reactants needed to synthesize the given product. (1) Given the product [CH3:103][O:102][C:100](=[O:101])/[CH:99]=[CH:109]\[CH:26]=[CH:25]\[C@@H:24]([CH3:29])[C@@H:23]([O:30][Si:31]([C:34]([CH3:36])([CH3:37])[CH3:35])([CH3:32])[CH3:33])[CH2:22][C@H:21]([O:38][Si:39]([C:42]([CH3:45])([CH3:44])[CH3:43])([CH3:41])[CH3:40])/[CH:20]=[CH:19]\[C@H:18]([CH3:46])[C@H:17]([O:47][Si:48]([C:51]([CH3:54])([CH3:52])[CH3:53])([CH3:50])[CH3:49])[C@@H:16]([CH3:55])[CH2:15][C@@H:14]([CH3:56])[CH2:13][CH2:12][C@H:11]([O:57][Si:58]([C:61]([CH3:62])([CH3:64])[CH3:63])([CH3:60])[CH3:59])[C@H:10]([CH3:65])[C@@H:9]([O:87][CH2:85][C:84]1[CH:79]=[CH:80][C:81]([O:118][CH3:117])=[CH:82][CH:83]=1)[C@@H:66]([CH3:71])/[CH:67]=[CH:68]\[CH:69]=[CH2:70], predict the reactants needed to synthesize it. The reactants are: COC1C=CC(CO[C@@H:9]([C@@H:66]([CH3:71])/[CH:67]=[CH:68]\[CH:69]=[CH2:70])[C@@H:10]([CH3:65])[C@@H:11]([O:57][Si:58]([C:61]([CH3:64])([CH3:63])[CH3:62])([CH3:60])[CH3:59])[CH2:12][CH2:13][C@H:14]([CH3:56])[CH2:15][C@H:16]([CH3:55])[C@@H:17]([O:47][Si:48]([C:51]([CH3:54])([CH3:53])[CH3:52])([CH3:50])[CH3:49])[C@@H:18]([CH3:46])/[CH:19]=[CH:20]\[C@@H:21]([O:38][Si:39]([C:42]([CH3:45])([CH3:44])[CH3:43])([CH3:41])[CH3:40])[CH2:22][C@H:23]([O:30][Si:31]([C:34]([CH3:37])([CH3:36])[CH3:35])([CH3:33])[CH3:32])[C@H:24]([CH3:29])/[CH:25]=[CH:26]/CO)=CC=1.CC(OI1(OC(C)=O)(OC(C)=O)[O:87][C:85](=O)[C:84]2[CH:83]=[CH:82][CH:81]=[CH:80][C:79]1=2)=O.P([O-])([O-])(O[C:99]([CH2:109]C(F)(F)F)(CC(F)(F)F)[C:100]([O:102][CH3:103])=[O:101])=O.C1OCCOCCOCCOCCOCC[O:118][CH2:117]1.C[Si]([N-][Si](C)(C)C)(C)C.[K+]. (2) The reactants are: [CH3:1][NH:2][C:3]1[CH:8]=[CH:7][CH:6]=[CH:5][C:4]=1[NH2:9].[C:10](O)(=[O:14])[C:11]([CH3:13])=O. Given the product [CH3:1][N:2]1[C:3]2[C:4](=[CH:5][CH:6]=[CH:7][CH:8]=2)[N:9]=[C:11]([CH3:13])[C:10]1=[O:14], predict the reactants needed to synthesize it. (3) Given the product [CH3:19][N:18]1[C:14]([O:4][CH2:3][C:2]([F:6])([F:5])[F:1])=[C:15]([CH:21]=[O:22])[C:16]([CH3:20])=[N:17]1, predict the reactants needed to synthesize it. The reactants are: [F:1][C:2]([F:6])([F:5])[CH2:3][OH:4].CC(C)([O-])C.[K+].Cl[C:14]1[N:18]([CH3:19])[N:17]=[C:16]([CH3:20])[C:15]=1[CH:21]=[O:22]. (4) Given the product [NH:6]1[C:7]2[C:12](=[CH:11][CH:10]=[CH:9][CH:8]=2)[C:4]([CH2:3][CH2:2][NH:1][C:14](=[O:21])[C:15]2[CH:20]=[CH:19][CH:18]=[N:17][CH:16]=2)=[CH:5]1, predict the reactants needed to synthesize it. The reactants are: [NH2:1][CH2:2][CH2:3][C:4]1[C:12]2[C:7](=[CH:8][CH:9]=[CH:10][CH:11]=2)[NH:6][CH:5]=1.Cl.[C:14](Cl)(=[O:21])[C:15]1[CH:20]=[CH:19][CH:18]=[N:17][CH:16]=1. (5) Given the product [OH:14][C@H:11]1[CH2:12][CH2:13][N:9]([C:16]([O:18][CH2:19][C:20]([CH3:23])([CH3:22])[CH3:21])=[O:17])[CH2:10]1, predict the reactants needed to synthesize it. The reactants are: ClCCl.C(=O)(O)[O-].[Na+].[NH:9]1[CH2:13][CH2:12][C@H:11]([OH:14])[CH2:10]1.Cl[C:16]([O:18][CH2:19][C:20]([CH3:23])([CH3:22])[CH3:21])=[O:17].